This data is from Catalyst prediction with 721,799 reactions and 888 catalyst types from USPTO. The task is: Predict which catalyst facilitates the given reaction. (1) Product: [CH:1]([O:4][C:5](=[O:15])[CH:6]=[CH:7][C:8]1[CH:13]=[CH:12][C:11]([NH2:34])=[CH:10][CH:9]=1)([CH3:3])[CH3:2]. The catalyst class is: 101. Reactant: [CH:1]([O:4][C:5](=[O:15])[CH:6]=[CH:7][C:8]1[CH:13]=[CH:12][C:11](Br)=[CH:10][CH:9]=1)([CH3:3])[CH3:2].P(C(C)(C)C)(C(C)(C)C)C(C)(C)C.[Li+].C[Si]([N-:34][Si](C)(C)C)(C)C.Cl. (2) Reactant: [F-].C([N+](CCCC)(CCCC)CCCC)CCC.[Br:19][C:20]1[CH:25]=[CH:24][C:23]([O:26][CH2:27][CH:28]([CH2:39][O:40][Si](C(C)(C)C)(C)C)[CH2:29][N:30]2[CH:34]=[C:33]([N+:35]([O-:37])=[O:36])[N:32]=[C:31]2[Br:38])=[CH:22][N:21]=1. Product: [Br:38][C:31]1[N:30]([CH2:29][CH:28]([CH2:27][O:26][C:23]2[CH:22]=[N:21][C:20]([Br:19])=[CH:25][CH:24]=2)[CH2:39][OH:40])[CH:34]=[C:33]([N+:35]([O-:37])=[O:36])[N:32]=1. The catalyst class is: 1.